From a dataset of Full USPTO retrosynthesis dataset with 1.9M reactions from patents (1976-2016). Predict the reactants needed to synthesize the given product. (1) Given the product [CH:1]([C:4]1[CH:9]=[CH:8][C:7]([CH3:10])=[CH:6][C:5]=1[O:11][CH2:16][CH:13]([CH3:12])[CH2:14][O:15][C:19]1[CH:24]=[CH:23][C:22]([CH:25]([C:31]#[C:32][CH3:33])[CH2:26][C:27]([OH:29])=[O:28])=[CH:21][CH:20]=1)([CH3:3])[CH3:2], predict the reactants needed to synthesize it. The reactants are: [CH:1]([C:4]1[CH:9]=[CH:8][C:7]([CH3:10])=[CH:6][C:5]=1[OH:11])([CH3:3])[CH3:2].[CH3:12][CH:13]([CH2:16]O)[CH2:14][OH:15].O[C:19]1[CH:24]=[CH:23][C:22]([CH:25]([C:31]#[C:32][CH3:33])[CH2:26][C:27]([O:29]C)=[O:28])=[CH:21][CH:20]=1. (2) Given the product [CH2:23]([O:9][C:8]([C:5]1[CH:4]=[CH:3][C:2]([OH:1])=[CH:7][N:6]=1)=[O:10])[CH3:24], predict the reactants needed to synthesize it. The reactants are: [OH:1][C:2]1[CH:3]=[CH:4][C:5]([C:8]([OH:10])=[O:9])=[N:6][CH:7]=1.S(=O)(=O)(O)O.[OH-].[Na+].C(=O)(O)[O-].[Na+].[C:23](O)(=O)[CH2:24]C(CC(O)=O)(C(O)=O)O. (3) Given the product [S:10]1[C:11]2[CH:16]=[CH:15][CH:14]=[CH:13][C:12]=2[C:8]([N:2]2[CH2:7][CH2:6][N:5]([C:25](=[O:26])[CH2:24][C:22]3[CH:23]=[C:18]([F:17])[CH:19]=[CH:20][C:21]=3[N+:28]([O-:30])=[O:29])[CH2:4][CH2:3]2)=[N:9]1, predict the reactants needed to synthesize it. The reactants are: Cl.[N:2]1([C:8]2[C:12]3[CH:13]=[CH:14][CH:15]=[CH:16][C:11]=3[S:10][N:9]=2)[CH2:7][CH2:6][NH:5][CH2:4][CH2:3]1.[F:17][C:18]1[CH:19]=[CH:20][C:21]([N+:28]([O-:30])=[O:29])=[C:22]([CH2:24][C:25](O)=[O:26])[CH:23]=1. (4) Given the product [Cl:1][C:2]1[CH:24]=[C:23]([O:25][CH2:26][CH:27]=[C:28]([Cl:30])[Cl:29])[CH:22]=[C:21]([Cl:31])[C:3]=1[O:4][CH2:5][CH2:6][CH2:7][O:8][C:9]1[CH:10]=[CH:11][C:12](/[C:13](=[N:15]\[O:16][CH2:17][CH3:18])/[NH:14][C:41](=[O:42])[C:40]([F:51])([F:50])[F:39])=[CH:19][CH:20]=1, predict the reactants needed to synthesize it. The reactants are: [Cl:1][C:2]1[CH:24]=[C:23]([O:25][CH2:26][CH:27]=[C:28]([Cl:30])[Cl:29])[CH:22]=[C:21]([Cl:31])[C:3]=1[O:4][CH2:5][CH2:6][CH2:7][O:8][C:9]1[CH:20]=[CH:19][C:12]([C:13]([NH:15][O:16][CH2:17][CH3:18])=[NH:14])=[CH:11][CH:10]=1.C(N(CC)CC)C.[F:39][C:40]([F:51])([F:50])[C:41](O[C:41](=[O:42])[C:40]([F:51])([F:50])[F:39])=[O:42].Cl. (5) Given the product [CH3:10][O:9][C:7]1[CH:6]=[C:5]([NH:11][C:12]2[N:17]=[C:16]([N:18]3[C:22]([CH3:23])=[CH:21][C:20]([C:24]([F:26])([F:27])[F:25])=[N:19]3)[C:15]([C:28]3[CH:29]=[C:30]([C:36]([NH:51][S:48]([C:41]4[C:42](=[O:47])[NH:43][C:44](=[O:46])[NH:45][C:40]=4[CH3:39])(=[O:49])=[O:50])=[O:37])[C:31]([O:34][CH3:35])=[N:32][CH:33]=3)=[CH:14][N:13]=2)[CH:4]=[C:3]([O:2][CH3:1])[CH:8]=1, predict the reactants needed to synthesize it. The reactants are: [CH3:1][O:2][C:3]1[CH:4]=[C:5]([NH:11][C:12]2[N:17]=[C:16]([N:18]3[C:22]([CH3:23])=[CH:21][C:20]([C:24]([F:27])([F:26])[F:25])=[N:19]3)[C:15]([C:28]3[CH:29]=[C:30]([C:36](O)=[O:37])[C:31]([O:34][CH3:35])=[N:32][CH:33]=3)=[CH:14][N:13]=2)[CH:6]=[C:7]([O:9][CH3:10])[CH:8]=1.[CH3:39][C:40]1[NH:45][C:44](=[O:46])[NH:43][C:42](=[O:47])[C:41]=1[S:48]([NH2:51])(=[O:50])=[O:49].C(N(CC)CC)C.[I-].ClC1C=CC=C[N+]=1C. (6) Given the product [F:21][C:2]([F:1])([F:20])[C:3]1[CH:4]=[C:5]([CH:6]=[CH:7][C:8]=1[N:9]1[CH2:15][CH2:14][CH2:13][N:12]([CH3:16])[CH2:11][CH2:10]1)[NH2:17], predict the reactants needed to synthesize it. The reactants are: [F:1][C:2]([F:21])([F:20])[C:3]1[CH:4]=[C:5]([N+:17]([O-])=O)[CH:6]=[CH:7][C:8]=1[N:9]1[CH2:15][CH2:14][CH2:13][N:12]([CH3:16])[CH2:11][CH2:10]1.[H][H]. (7) Given the product [C:1]1([C:7]2[CH:16]=[CH:15][CH:14]=[C:13]3[C:8]=2[C:9]([NH:31][CH2:32][C:33]2[CH:38]=[CH:37][CH:36]=[CH:35][N:34]=2)=[N:10][C:11]([C:17]2[CH:18]=[C:19]([S:23]([NH:26][P:27](=[O:28])([O-:29])[O-:30])(=[O:24])=[O:25])[CH:20]=[N:21][CH:22]=2)=[N:12]3)[CH:2]=[CH:3][CH:4]=[CH:5][CH:6]=1.[Ca+2:40], predict the reactants needed to synthesize it. The reactants are: [C:1]1([C:7]2[CH:16]=[CH:15][CH:14]=[C:13]3[C:8]=2[C:9]([NH:31][CH2:32][C:33]2[CH:38]=[CH:37][CH:36]=[CH:35][N:34]=2)=[N:10][C:11]([C:17]2[CH:18]=[C:19]([S:23]([NH:26][P:27](=[O:30])([OH:29])[OH:28])(=[O:25])=[O:24])[CH:20]=[N:21][CH:22]=2)=[N:12]3)[CH:6]=[CH:5][CH:4]=[CH:3][CH:2]=1.[OH-].[Ca+2:40].[OH-]. (8) Given the product [ClH:17].[Cl:1][C:8]1[CH:9]=[C:10]([Cl:2])[C:5]([O:4][CH3:3])=[CH:6][C:7]=1[N:11]1[CH2:16][CH2:15][NH:14][CH2:13][CH2:12]1, predict the reactants needed to synthesize it. The reactants are: [ClH:1].[ClH:2].[CH3:3][O:4][C:5]1[CH:6]=[C:7]([N:11]2[CH2:16][CH2:15][NH:14][CH2:13][CH2:12]2)[CH:8]=[CH:9][CH:10]=1.[Cl:17]N1C(=O)CCC1=O. (9) The reactants are: Cl.[C:2]1([C:8]2[CH:9]=[C:10]3[C:14](=[C:15]([C:17]([NH2:19])=[O:18])[CH:16]=2)[NH:13][N:12]=[C:11]3[CH:20]2[CH2:25][CH2:24][NH:23][CH2:22][CH2:21]2)[CH:7]=[CH:6][CH:5]=[CH:4][CH:3]=1.[C:26](Cl)(=[O:28])[CH3:27].C(N(CC)CC)C. Given the product [C:26]([N:23]1[CH2:24][CH2:25][CH:20]([C:11]2[C:10]3[C:14](=[C:15]([C:17]([NH2:19])=[O:18])[CH:16]=[C:8]([C:2]4[CH:3]=[CH:4][CH:5]=[CH:6][CH:7]=4)[CH:9]=3)[NH:13][N:12]=2)[CH2:21][CH2:22]1)(=[O:28])[CH3:27], predict the reactants needed to synthesize it.